From a dataset of Full USPTO retrosynthesis dataset with 1.9M reactions from patents (1976-2016). Predict the reactants needed to synthesize the given product. Given the product [ClH:60].[CH3:33][O:32][C:28]1[CH:27]=[C:26]([C@H:24]([NH:23][C:18]2[CH:17]=[N:16][C:15]3[C:20](=[CH:21][CH:22]=[C:13]([C:11]4[CH:12]=[N:8][NH:9][CH:10]=4)[CH:14]=3)[N:19]=2)[CH3:25])[CH:31]=[CH:30][CH:29]=1, predict the reactants needed to synthesize it. The reactants are: C(OC([N:8]1[CH:12]=[C:11]([C:13]2[CH:14]=[C:15]3[C:20](=[CH:21][CH:22]=2)[N:19]=[C:18]([NH:23][C@@H:24]([C:26]2[CH:31]=[CH:30][CH:29]=[C:28]([O:32][CH3:33])[CH:27]=2)[CH3:25])[CH:17]=[N:16]3)[CH:10]=[N:9]1)=O)(C)(C)C.COC1C=C([C@H](NC2C=NC3C(=CC=C(C4C=NNC=4)C=3)N=2)C)C=CC=1.[ClH:60].